From a dataset of Forward reaction prediction with 1.9M reactions from USPTO patents (1976-2016). Predict the product of the given reaction. (1) The product is: [CH2:1]([O:3][C:4](=[O:20])[C:5]([CH3:19])([CH3:18])[CH2:6][C:7]1[N:15]([CH2:26][C:25]2[CH:28]=[CH:29][C:22]([Cl:21])=[CH:23][CH:24]=2)[C:14]2[C:9](=[N:10][C:11]([O:16][CH3:17])=[CH:12][CH:13]=2)[CH:8]=1)[CH3:2]. Given the reactants [CH2:1]([O:3][C:4](=[O:20])[C:5]([CH3:19])([CH3:18])[CH2:6][C:7]1[NH:15][C:14]2[C:9](=[N:10][C:11]([O:16][CH3:17])=[CH:12][CH:13]=2)[CH:8]=1)[CH3:2].[Cl:21][C:22]1[CH:29]=[CH:28][C:25]([CH2:26]Cl)=[CH:24][CH:23]=1.C([O-])([O-])=O.[Cs+].[Cs+], predict the reaction product. (2) Given the reactants [Br:1][C:2]1[CH:7]=[CH:6][C:5]([C:8]([NH:10][C:11]([CH:13]2[CH2:18][CH2:17][CH2:16][CH2:15][CH2:14]2)=O)=S)=[CH:4][CH:3]=1.O1CCOCC1.[CH3:25][NH:26][NH2:27], predict the reaction product. The product is: [Br:1][C:2]1[CH:7]=[CH:6][C:5]([C:8]2[N:10]=[C:11]([CH:13]3[CH2:18][CH2:17][CH2:16][CH2:15][CH2:14]3)[N:26]([CH3:25])[N:27]=2)=[CH:4][CH:3]=1. (3) Given the reactants C(N(C(C)C)CC)(C)C.FC(F)(F)C(O)=O.[CH3:17][O:18][C:19](=[O:38])[CH2:20][C:21]1[CH:30]=[C:29]([CH:31]2[CH2:36][CH2:35][NH:34][CH2:33][CH2:32]2)[C:28]2[C:23](=[CH:24][CH:25]=[C:26]([F:37])[CH:27]=2)[CH:22]=1.[N:39]1[CH:44]=[CH:43][CH:42]=[C:41]([S:45](Cl)(=[O:47])=[O:46])[CH:40]=1, predict the reaction product. The product is: [CH3:17][O:18][C:19](=[O:38])[CH2:20][C:21]1[CH:30]=[C:29]([CH:31]2[CH2:36][CH2:35][N:34]([S:45]([C:41]3[CH:40]=[N:39][CH:44]=[CH:43][CH:42]=3)(=[O:47])=[O:46])[CH2:33][CH2:32]2)[C:28]2[C:23](=[CH:24][CH:25]=[C:26]([F:37])[CH:27]=2)[CH:22]=1. (4) Given the reactants [Br:1][CH2:2][C:3]([C:5]1[CH:10]=[CH:9][C:8]([OH:11])=[CH:7][CH:6]=1)=[O:4].[O:12]=[C:13]([O:31][C@@H:32]1[CH:37]2[CH2:38][CH2:39][N:34]([CH2:35][CH2:36]2)[CH2:33]1)[CH:14]([NH:21][C:22]1[CH:26]=[CH:25][S:24][C:23]=1[C:27]([O:29][CH3:30])=[O:28])[C:15]1[CH:20]=[CH:19][CH:18]=[CH:17][CH:16]=1.CCOCC, predict the reaction product. The product is: [Br-:1].[OH:11][C:8]1[CH:9]=[CH:10][C:5]([C:3](=[O:4])[CH2:2][N+:34]23[CH2:39][CH2:38][CH:37]([CH2:36][CH2:35]2)[C@@H:32]([O:31][C:13](=[O:12])[CH:14]([NH:21][C:22]2[CH:26]=[CH:25][S:24][C:23]=2[C:27]([O:29][CH3:30])=[O:28])[C:15]2[CH:16]=[CH:17][CH:18]=[CH:19][CH:20]=2)[CH2:33]3)=[CH:6][CH:7]=1. (5) Given the reactants C(O[BH-](OC(=O)C)OC(=O)C)(=O)C.[Na+].[NH2:15][C:16]1[CH:25]=[CH:24][C:19]([C:20]([O:22][CH3:23])=[O:21])=[CH:18][C:17]=1[Cl:26].[C:27]1(=O)[CH2:30][CH2:29][CH2:28]1.C(O)(=O)C, predict the reaction product. The product is: [Cl:26][C:17]1[CH:18]=[C:19]([CH:24]=[CH:25][C:16]=1[NH:15][CH:27]1[CH2:30][CH2:29][CH2:28]1)[C:20]([O:22][CH3:23])=[O:21]. (6) Given the reactants C[O:2][P:3]([CH2:7][C:8]([CH3:25])=[CH:9][CH2:10][C:11]1[C:12]([OH:24])=[C:13]2[C:17](=[C:18]([CH3:22])[C:19]=1[O:20][CH3:21])[CH2:16][O:15][C:14]2=[O:23])(=[O:6])[O:4]C.C[Si](Br)(C)C.N1C(C)=CC=CC=1C, predict the reaction product. The product is: [OH:24][C:12]1[C:11]([CH2:10][CH:9]=[C:8]([CH3:25])[CH2:7][P:3](=[O:2])([OH:6])[OH:4])=[C:19]([O:20][CH3:21])[C:18]([CH3:22])=[C:17]2[C:13]=1[C:14](=[O:23])[O:15][CH2:16]2. (7) Given the reactants [CH:1]1([C:4]2[CH:5]=[CH:6][C:7]([C:15]([OH:17])=O)=[N:8][C:9]=2[O:10][CH2:11][CH:12]2[CH2:14][CH2:13]2)[CH2:3][CH2:2]1.[CH3:18][C:19]([NH2:26])([C:21]1[N:25]=[CH:24][O:23][N:22]=1)[CH3:20], predict the reaction product. The product is: [CH3:18][C:19]([NH:26][C:15]([C:7]1[CH:6]=[CH:5][C:4]([CH:1]2[CH2:2][CH2:3]2)=[C:9]([O:10][CH2:11][CH:12]2[CH2:13][CH2:14]2)[N:8]=1)=[O:17])([C:21]1[N:25]=[CH:24][O:23][N:22]=1)[CH3:20]. (8) Given the reactants C(OCC1C(C2N=C(NC3C=CC(C4CCNCC4)=CC=3)C(=O)N(C)C=2)=CC=CC=1N1C(=O)C2SC3CCCCC=3C=2CC1)(=O)C.[C:47]([O:50][CH2:51][C:52]1[C:57]([N:58]2[CH2:69][CH2:68][N:67]3[C:60](=[CH:61][C:62]4[CH2:63][C:64]([CH3:71])([CH3:70])[CH2:65][C:66]=43)[C:59]2=[O:72])=[CH:56][C:55]([F:73])=[CH:54][C:53]=1B1OC(C)(C)C(C)(C)O1)(=[O:49])[CH3:48].Br[C:84]1[CH:85]=[C:86]([NH:92][C:93]2[CH:98]=[CH:97][C:96]([CH:99]3[CH2:103][CH2:102][CH2:101][N:100]3[CH3:104])=[CH:95][N:94]=2)[C:87](=[O:91])[N:88]([CH3:90])[CH:89]=1.C(=O)([O-])[O-].[Na+].[Na+], predict the reaction product. The product is: [F:73][C:55]1[CH:54]=[C:53]([C:84]2[CH:85]=[C:86]([NH:92][C:93]3[CH:98]=[CH:97][C:96]([CH:99]4[CH2:103][CH2:102][CH2:101][N:100]4[CH3:104])=[CH:95][N:94]=3)[C:87](=[O:91])[N:88]([CH3:90])[CH:89]=2)[C:52]([CH2:51][O:50][C:47](=[O:49])[CH3:48])=[C:57]([N:58]2[CH2:69][CH2:68][N:67]3[C:60](=[CH:61][C:62]4[CH2:63][C:64]([CH3:70])([CH3:71])[CH2:65][C:66]=43)[C:59]2=[O:72])[CH:56]=1. (9) Given the reactants B(Br)(Br)Br.[Cl:5][C:6]1[CH:7]=[C:8]([N:12]([CH:21]([F:35])[C:22]2[C:31]3[C:26](=[C:27]([F:32])[CH:28]=[CH:29][CH:30]=3)[N:25]=[C:24]([O:33]C)[CH:23]=2)[C:13]([C:15]2[S:19][CH:18]=[N:17][C:16]=2[CH3:20])=[O:14])[CH:9]=[CH:10][CH:11]=1, predict the reaction product. The product is: [Cl:5][C:6]1[CH:7]=[C:8]([N:12]([CH:21]([F:35])[C:22]2[C:31]3[C:26](=[C:27]([F:32])[CH:28]=[CH:29][CH:30]=3)[NH:25][C:24](=[O:33])[CH:23]=2)[C:13]([C:15]2[S:19][CH:18]=[N:17][C:16]=2[CH3:20])=[O:14])[CH:9]=[CH:10][CH:11]=1. (10) The product is: [CH3:13][C:14]1[N:15]([CH2:39][C:40]2[C:48]3[C:43](=[CH:44][CH:45]=[CH:46][CH:47]=3)[N:42]([CH3:49])[N:41]=2)[C:16](=[O:38])[C:17]([CH2:23][C:24]2[CH:29]=[CH:28][C:27]([C:30]3[CH:35]=[CH:34][CH:33]=[CH:32][C:31]=3[C:36]3[NH:3][C:4](=[O:7])[O:5][N:37]=3)=[CH:26][CH:25]=2)=[C:18]([CH2:20][CH2:21][CH3:22])[N:19]=1. Given the reactants [Cl-].O[NH3+:3].[C:4](=[O:7])([O-])[OH:5].[Na+].CS(C)=O.[CH3:13][C:14]1[N:15]([CH2:39][C:40]2[C:48]3[C:43](=[CH:44][CH:45]=[CH:46][CH:47]=3)[N:42]([CH3:49])[N:41]=2)[C:16](=[O:38])[C:17]([CH2:23][C:24]2[CH:29]=[CH:28][C:27]([C:30]3[C:31]([C:36]#[N:37])=[CH:32][CH:33]=[CH:34][CH:35]=3)=[CH:26][CH:25]=2)=[C:18]([CH2:20][CH2:21][CH3:22])[N:19]=1, predict the reaction product.